This data is from Full USPTO retrosynthesis dataset with 1.9M reactions from patents (1976-2016). The task is: Predict the reactants needed to synthesize the given product. (1) The reactants are: [CH3:1][O:2][C:3](=[O:11])[C:4]1[CH:9]=[CH:8][CH:7]=[C:6]([OH:10])[CH:5]=1.C(=O)([O-])[O-].[K+].[K+].[CH3:18][O:19][C:20]1[CH:27]=[CH:26][C:23]([CH2:24]Cl)=[CH:22][CH:21]=1. Given the product [CH3:1][O:2][C:3](=[O:11])[C:4]1[CH:9]=[CH:8][CH:7]=[C:6]([O:10][CH2:24][C:23]2[CH:26]=[CH:27][C:20]([O:19][CH3:18])=[CH:21][CH:22]=2)[CH:5]=1, predict the reactants needed to synthesize it. (2) Given the product [O:7]([CH:32]1[CH2:28][CH2:29][N:30]([C:33]([O:35][C:36]([CH3:39])([CH3:38])[CH3:37])=[O:34])[CH2:31]1)[C:1]1[CH:6]=[CH:5][CH:4]=[CH:3][CH:2]=1, predict the reactants needed to synthesize it. The reactants are: [C:1]1([OH:7])[CH:6]=[CH:5][CH:4]=[CH:3][CH:2]=1.C1(P(C2C=CC=CC=2)C2C=CC=CC=2)C=CC=CC=1.O[CH:28]1[CH2:32][CH2:31][N:30]([C:33]([O:35][C:36]([CH3:39])([CH3:38])[CH3:37])=[O:34])[CH2:29]1.CCOC(/N=N/C(OCC)=O)=O. (3) Given the product [S:7]1[C:11]2[CH:12]=[CH:13][CH:14]=[CH:15][C:10]=2[C:9]([CH2:16][C@@H:17]([C:19]([OH:21])=[O:20])[NH:18][C:27]([O:26][C:23]([CH3:25])([CH3:24])[CH3:22])=[O:28])=[CH:8]1, predict the reactants needed to synthesize it. The reactants are: C([O-])([O-])=O.[K+].[K+].[S:7]1[C:11]2[CH:12]=[CH:13][CH:14]=[CH:15][C:10]=2[C:9]([CH2:16][C@@H:17]([C:19]([OH:21])=[O:20])[NH2:18])=[CH:8]1.[CH3:22][C:23]([O:26][C:27](O[C:27]([O:26][C:23]([CH3:25])([CH3:24])[CH3:22])=[O:28])=[O:28])([CH3:25])[CH3:24]. (4) Given the product [CH:34]1([CH2:33][O:32][C:29]2[CH:30]=[CH:31][C:26]([C:25]3[O:39][C:9]4[C:14]([F:15])=[C:13]([OH:16])[CH:12]=[CH:11][C:10]=4[N:24]=3)=[C:27]([F:38])[C:28]=2[F:37])[CH2:35][CH2:36]1, predict the reactants needed to synthesize it. The reactants are: C(O[C:9]1[C:14]([F:15])=[C:13]([O:16]CC2C=CC=CC=2)[CH:12]=[CH:11][C:10]=1[NH:24][C:25](=[O:39])[C:26]1[CH:31]=[CH:30][C:29]([O:32][CH2:33][CH:34]2[CH2:36][CH2:35]2)=[C:28]([F:37])[C:27]=1[F:38])C1C=CC=CC=1. (5) Given the product [CH3:13][C:14]1[CH:19]=[CH:18][N:17]=[C:16]2[N:20]([S:9]([C:3]3[CH:8]=[CH:7][CH:6]=[CH:5][CH:4]=3)(=[O:11])=[O:10])[CH:21]=[CH:22][C:15]=12, predict the reactants needed to synthesize it. The reactants are: [OH-].[K+].[C:3]1([S:9](Cl)(=[O:11])=[O:10])[CH:8]=[CH:7][CH:6]=[CH:5][CH:4]=1.[CH3:13][C:14]1[CH:19]=[CH:18][N:17]=[C:16]2[NH:20][CH:21]=[CH:22][C:15]=12. (6) Given the product [Br:1][C:2]1[C:6]2[N:7]=[CH:8][N:9]=[C:10]([Cl:11])[C:5]=2[N:4]([CH3:12])[CH:3]=1, predict the reactants needed to synthesize it. The reactants are: [Br:1][C:2]1[C:6]2[N:7]=[CH:8][N:9]=[C:10]([Cl:11])[C:5]=2[NH:4][CH:3]=1.[CH3:12]N(C)C=O.[H-].[Na+].CI. (7) Given the product [CH2:25]([O:27][C:28](=[O:29])[NH:30][C:31]1[CH:42]=[CH:41][CH:40]=[C:33]([CH2:34][N:15]2[CH2:14][CH2:13][CH:12]([N:10]3[CH2:11][C:7]([C:1]4[CH:2]=[CH:3][CH:4]=[CH:5][CH:6]=4)([C:19]4[CH:20]=[CH:21][CH:22]=[CH:23][CH:24]=4)[NH:8][C:9]3=[O:18])[CH2:17][CH2:16]2)[CH:32]=1)[CH3:26], predict the reactants needed to synthesize it. The reactants are: [C:1]1([C:7]2([C:19]3[CH:24]=[CH:23][CH:22]=[CH:21][CH:20]=3)[CH2:11][N:10]([CH:12]3[CH2:17][CH2:16][NH:15][CH2:14][CH2:13]3)[C:9](=[O:18])[NH:8]2)[CH:6]=[CH:5][CH:4]=[CH:3][CH:2]=1.[CH2:25]([O:27][C:28]([NH:30][C:31]1[CH:32]=[C:33]([CH:40]=[CH:41][CH:42]=1)[CH2:34]OS(C)(=O)=O)=[O:29])[CH3:26]. (8) Given the product [CH2:12]([C:13]1[S:14][CH:15]=[CH:16][CH:17]=1)[C:11]1[CH:10]=[CH:9][CH:28]=[CH:40][CH:39]=1.[S:14]1[CH:15]=[CH:16][CH:17]=[CH:13]1, predict the reactants needed to synthesize it. The reactants are: [Si](O[C@@:9]12[C:28](=O)O[C@@H:11]([C@H:12](O[Si](C(C)(C)C)(C)C)[C:13]3[S:14][C:15](I)=[CH:16][C:17]=31)[CH2:10]2)(C(C)(C)C)(C)C.C(Cl)Cl.C([O-])([O-])=O.[K+].[K+].[CH2:39](B1OC(C)(C)C(C)(C)O1)[C:40]1C=CC=CC=1.